This data is from Full USPTO retrosynthesis dataset with 1.9M reactions from patents (1976-2016). The task is: Predict the reactants needed to synthesize the given product. (1) Given the product [Br:23][C:21]1[CH:20]=[CH:19][C:18]([O:24][CH2:25][C:26]2[CH:27]=[CH:28][C:29]([Cl:32])=[CH:30][CH:31]=2)=[C:17]([C:12]2[N:11]([C:7]3[CH:6]=[C:5]([CH:10]=[CH:9][CH:8]=3)[C:4]([OH:33])=[O:3])[C:15]([CH3:16])=[CH:14][CH:13]=2)[CH:22]=1, predict the reactants needed to synthesize it. The reactants are: C([O:3][C:4](=[O:33])[C:5]1[CH:10]=[CH:9][CH:8]=[C:7]([N:11]2[C:15]([CH3:16])=[CH:14][CH:13]=[C:12]2[C:17]2[CH:22]=[C:21]([Br:23])[CH:20]=[CH:19][C:18]=2[O:24][CH2:25][C:26]2[CH:31]=[CH:30][C:29]([Cl:32])=[CH:28][CH:27]=2)[CH:6]=1)C.[OH-].[Na+]. (2) The reactants are: C(OC(O[CH2:8][CH3:9])CBr)C.C(=O)(O)[O-].[Na+].[Cl:15][C:16]1[N:21]=[N:20][C:19]([NH2:22])=[CH:18][CH:17]=1. Given the product [Cl:15][C:16]1[CH:17]=[CH:18][C:19]2[N:20]([CH:8]=[CH:9][N:22]=2)[N:21]=1, predict the reactants needed to synthesize it. (3) Given the product [CH3:1][N:2]([CH3:24])[C:3](=[O:23])[CH2:4][CH2:5][N:6]([CH3:22])[C:7]([C:9]1[S:10][C:11]2[N:12]=[CH:13][N:14]=[C:15]([NH:34][C:32]3[CH:33]=[C:28]4[CH:27]=[N:26][NH:25][C:29]4=[CH:30][N:31]=3)[C:16]=2[N:17]=1)=[O:8], predict the reactants needed to synthesize it. The reactants are: [CH3:1][N:2]([CH3:24])[C:3](=[O:23])[CH2:4][CH2:5][N:6]([CH3:22])[C:7]([C:9]1[S:10][C:11]2[N:12]=[CH:13][N:14]=[C:15](S(C)(=O)=O)[C:16]=2[N:17]=1)=[O:8].[NH:25]1[C:29]2=[CH:30][N:31]=[C:32]([NH2:34])[CH:33]=[C:28]2[CH:27]=[N:26]1.